From a dataset of NCI-60 drug combinations with 297,098 pairs across 59 cell lines. Regression. Given two drug SMILES strings and cell line genomic features, predict the synergy score measuring deviation from expected non-interaction effect. (1) Synergy scores: CSS=13.9, Synergy_ZIP=5.22, Synergy_Bliss=7.07, Synergy_Loewe=7.32, Synergy_HSA=7.92. Cell line: MOLT-4. Drug 1: C1CCC(C1)C(CC#N)N2C=C(C=N2)C3=C4C=CNC4=NC=N3. Drug 2: CCN(CC)CCNC(=O)C1=C(NC(=C1C)C=C2C3=C(C=CC(=C3)F)NC2=O)C. (2) Drug 1: COC1=NC(=NC2=C1N=CN2C3C(C(C(O3)CO)O)O)N. Drug 2: CC12CCC3C(C1CCC2OP(=O)(O)O)CCC4=C3C=CC(=C4)OC(=O)N(CCCl)CCCl.[Na+]. Cell line: UACC62. Synergy scores: CSS=12.6, Synergy_ZIP=-8.44, Synergy_Bliss=-6.49, Synergy_Loewe=-3.10, Synergy_HSA=-2.85. (3) Drug 1: C1=CC(=C2C(=C1NCCNCCO)C(=O)C3=C(C=CC(=C3C2=O)O)O)NCCNCCO. Drug 2: CC(C)NC(=O)C1=CC=C(C=C1)CNNC.Cl. Cell line: RXF 393. Synergy scores: CSS=26.6, Synergy_ZIP=9.41, Synergy_Bliss=6.28, Synergy_Loewe=-14.3, Synergy_HSA=5.07. (4) Drug 1: CC1C(C(CC(O1)OC2CC(CC3=C2C(=C4C(=C3O)C(=O)C5=C(C4=O)C(=CC=C5)OC)O)(C(=O)C)O)N)O.Cl. Drug 2: C1=NC2=C(N1)C(=S)N=C(N2)N. Cell line: MOLT-4. Synergy scores: CSS=70.5, Synergy_ZIP=-1.95, Synergy_Bliss=-2.65, Synergy_Loewe=-3.42, Synergy_HSA=-0.505. (5) Drug 1: C1CC(CNC1)C2=CC=C(C=C2)N3C=C4C=CC=C(C4=N3)C(=O)N. Drug 2: CC1CC(C(C(C=C(C(C(C=CC=C(C(=O)NC2=CC(=O)C(=C(C1)C2=O)OC)C)OC)OC(=O)N)C)C)O)OC. Cell line: HCT116. Synergy scores: CSS=61.1, Synergy_ZIP=3.44, Synergy_Bliss=1.47, Synergy_Loewe=0.576, Synergy_HSA=4.65. (6) Drug 1: CCC1(CC2CC(C3=C(CCN(C2)C1)C4=CC=CC=C4N3)(C5=C(C=C6C(=C5)C78CCN9C7C(C=CC9)(C(C(C8N6C=O)(C(=O)OC)O)OC(=O)C)CC)OC)C(=O)OC)O.OS(=O)(=O)O. Drug 2: C1=NC2=C(N1)C(=S)N=CN2. Cell line: HT29. Synergy scores: CSS=46.3, Synergy_ZIP=-9.52, Synergy_Bliss=-5.97, Synergy_Loewe=-10.9, Synergy_HSA=-3.22. (7) Drug 1: CC1C(C(CC(O1)OC2CC(CC3=C2C(=C4C(=C3O)C(=O)C5=C(C4=O)C(=CC=C5)OC)O)(C(=O)CO)O)N)O.Cl. Drug 2: C1=C(C(=O)NC(=O)N1)N(CCCl)CCCl. Cell line: SNB-75. Synergy scores: CSS=10.1, Synergy_ZIP=-6.81, Synergy_Bliss=-4.53, Synergy_Loewe=-0.757, Synergy_HSA=-1.40.